From a dataset of Catalyst prediction with 721,799 reactions and 888 catalyst types from USPTO. Predict which catalyst facilitates the given reaction. (1) Reactant: [H-].[Al+3].[Li+].[H-].[H-].[H-].[CH2:7]([N:9]1[CH:13]=[C:12]([CH2:14][CH3:15])[C:11]([C:16](OC)=[O:17])=[N:10]1)[CH3:8]. Product: [CH2:7]([N:9]1[CH:13]=[C:12]([CH2:14][CH3:15])[C:11]([CH2:16][OH:17])=[N:10]1)[CH3:8]. The catalyst class is: 1. (2) Reactant: C([N:8]1[CH2:13][CH2:12][CH:11]([N:14]2[C:18]([C:19]([F:22])([F:21])[F:20])=[N:17][N:16]=[C:15]2[CH3:23])[CH2:10][CH2:9]1)C1C=CC=CC=1. Product: [CH3:23][C:15]1[N:14]([CH:11]2[CH2:12][CH2:13][NH:8][CH2:9][CH2:10]2)[C:18]([C:19]([F:22])([F:20])[F:21])=[N:17][N:16]=1. The catalyst class is: 261. (3) Reactant: [N:1]1[CH:2]=[CH:3][N:4]2[C:9]=1[CH:8]=[C:7]([C:10]1[CH:15]=[CH:14][N:13]=[C:12]([OH:16])[CH:11]=1)[CH:6]=[N:5]2.Cl.Cl[CH2:19][CH2:20][CH2:21][N:22]1[CH2:27][CH2:26][CH2:25][CH2:24][CH2:23]1.[I-].[Na+].C([O-])(O)=O.[Na+]. Product: [N:1]1[CH:2]=[CH:3][N:4]2[C:9]=1[CH:8]=[C:7]([C:10]1[CH:15]=[CH:14][N:13]([CH2:19][CH2:20][CH2:21][N:22]3[CH2:27][CH2:26][CH2:25][CH2:24][CH2:23]3)[C:12](=[O:16])[CH:11]=1)[CH:6]=[N:5]2. The catalyst class is: 3. (4) Reactant: [CH2:1]([O:3][C:4]([C:6]1([CH3:29])[CH2:11][CH2:10][N:9]([C:12]2[CH2:28][C:15]3([C:18]([CH3:20])([CH3:19])[N:17](C(OC(C)(C)C)=O)[CH2:16]3)[O:14][N:13]=2)[CH2:8][CH2:7]1)=[O:5])[CH3:2]. Product: [CH3:19][C:18]1([CH3:20])[C:15]2([CH2:28][C:12]([N:9]3[CH2:10][CH2:11][C:6]([CH3:29])([C:4]([O:3][CH2:1][CH3:2])=[O:5])[CH2:7][CH2:8]3)=[N:13][O:14]2)[CH2:16][NH:17]1. The catalyst class is: 89. (5) Reactant: C(OC(=O)[NH:7][C@H:8]1[CH2:13][CH2:12][C@H:11]([CH2:14][CH2:15][N:16]2[CH2:21][CH2:20][N:19]([C:22]3[N:23]=[CH:24][CH:25]=[C:26]4[CH:30]=[CH:29][S:28][C:27]=34)[CH2:18][CH2:17]2)[CH2:10][CH2:9]1)(C)(C)C.[ClH:32].CCOCC. Product: [ClH:32].[ClH:32].[ClH:32].[S:28]1[C:27]2=[C:22]([N:19]3[CH2:20][CH2:21][N:16]([CH2:15][CH2:14][C@H:11]4[CH2:12][CH2:13][C@H:8]([NH2:7])[CH2:9][CH2:10]4)[CH2:17][CH2:18]3)[N:23]=[CH:24][CH:25]=[C:26]2[CH:30]=[CH:29]1. The catalyst class is: 513. (6) Reactant: [O:1]=[C:2]1[C:10]2[C:5](=[CH:6][CH:7]=[CH:8][CH:9]=2)[C:4](=[O:11])[N:3]1[CH2:12][CH2:13][C:14]1[CH:19]=[CH:18][C:17]([CH2:20][CH2:21]OS(C)(=O)=O)=[CH:16][CH:15]=1.[I-].[Na+].[CH:29]1([C:35]([C:49]2[CH:54]=[CH:53][CH:52]=[CH:51][CH:50]=2)([C:37]2[N:41]=[CH:40][N:39]([CH2:42][CH:43]3[CH2:48][CH2:47][NH:46][CH2:45][CH2:44]3)[N:38]=2)[OH:36])[CH2:34][CH2:33][CH2:32][CH2:31][CH2:30]1.C(N(C(C)C)CC)(C)C. Product: [CH:49]1([C@@:35]([OH:36])([C:29]2[CH:34]=[CH:33][CH:32]=[CH:31][CH:30]=2)[C:37]2[N:41]=[CH:40][N:39]([CH2:42][CH:43]3[CH2:48][CH2:47][N:46]([CH2:21][CH2:20][C:17]4[CH:16]=[CH:15][C:14]([CH2:13][CH2:12][N:3]5[C:4](=[O:11])[C:5]6[C:10](=[CH:9][CH:8]=[CH:7][CH:6]=6)[C:2]5=[O:1])=[CH:19][CH:18]=4)[CH2:45][CH2:44]3)[N:38]=2)[CH2:54][CH2:53][CH2:52][CH2:51][CH2:50]1. The catalyst class is: 47. (7) Reactant: [I:1][C:2]1[CH:3]=[C:4]2[C:8](=[CH:9][CH:10]=1)[NH:7][CH:6]=[CH:5]2.[OH-].[K+].Cl[CH2:14][CH2:15][OH:16].CCOC(C)=O. Product: [I:1][C:2]1[CH:3]=[C:4]2[C:8](=[CH:9][CH:10]=1)[N:7]([CH2:14][CH2:15][OH:16])[CH:6]=[CH:5]2. The catalyst class is: 16. (8) Product: [NH2:43][CH:41]1[CH2:14][CH2:12][N:11]([C:4](=[O:5])[CH2:3][C:2]([OH:1])([CH3:8])[CH3:7])[CH2:15][CH2:17]1. Reactant: [OH:1][C:2]([CH3:8])([CH3:7])[CH2:3][C:4](O)=[O:5].CC[N:11]([CH:15]([CH3:17])C)[CH:12]([CH3:14])C.C(P1(=O)OP(CCC)(=O)OP(CCC)(=O)O1)CC.C(O[C:41]([N:43]1C(C(OC(C)(C)C)=O)CCC(C(O)=O)C1)=O)(C)(C)C. The catalyst class is: 1. (9) Product: [F:2][C:3]1[C:12]([F:13])=[C:11]2[C:6]([C:7]([CH2:15][N:16]3[C:20]4[CH:21]=[CH:22][CH:23]=[CH:24][C:19]=4[N:18]=[C:17]3[CH:25]3[CH2:30][CH2:29][NH:28][CH2:27][CH2:26]3)=[CH:8][C:9](=[O:14])[NH:10]2)=[CH:5][CH:4]=1. Reactant: Cl.[F:2][C:3]1[C:12]([F:13])=[C:11]2[C:6]([C:7]([CH2:15][N:16]3[C:20]4[CH:21]=[CH:22][CH:23]=[CH:24][C:19]=4[N:18]=[C:17]3[CH:25]3[CH2:30][CH2:29][N:28](C(OC(C)(C)C)=O)[CH2:27][CH2:26]3)=[CH:8][C:9](=[O:14])[NH:10]2)=[CH:5][CH:4]=1. The catalyst class is: 61. (10) Reactant: C(O[CH:4](OCC)[CH2:5][O:6][C:7]1[CH:12]=[CH:11][C:10](SC2C=CC=CC=2)=[CH:9][CH:8]=1)C. Product: [O:6]1[C:7]2[CH:12]=[CH:11][CH:10]=[CH:9][C:8]=2[CH:4]=[CH:5]1. The catalyst class is: 48.